This data is from Reaction yield outcomes from USPTO patents with 853,638 reactions. The task is: Predict the reaction yield, written as a fraction of the theoretical maximum amount of product (1.0 means a 100% yield; for example, 0.34 means a 34% yield). (1) The reactants are [CH3:1][O:2][C:3]1[CH:4]=[C:5]([CH:32]=[CH:33][CH:34]=1)[C:6]([NH:8][C:9]1[CH:25]=[CH:24][C:12]([O:13][CH2:14][CH2:15][NH:16][C:17](=[O:23])[O:18][C:19](Cl)(Cl)Cl)=[C:11]([C:26]2[N:30]([CH3:31])[N:29]=[CH:28][CH:27]=2)[CH:10]=1)=[O:7].[N+:35]([C:38]1[CH:43]=[CH:42]C(O)=[CH:40][CH:39]=1)([O-:37])=[O:36].[O-2].[Mg+2]. The catalyst is C(OCC)(=O)C. The product is [N+:35]([C:38]1[CH:43]=[CH:42][C:19]([O:18][C:17](=[O:23])[NH:16][CH2:15][CH2:14][O:13][C:12]2[CH:24]=[CH:25][C:9]([NH:8][C:6](=[O:7])[C:5]3[CH:32]=[CH:33][CH:34]=[C:3]([O:2][CH3:1])[CH:4]=3)=[CH:10][C:11]=2[C:26]2[N:30]([CH3:31])[N:29]=[CH:28][CH:27]=2)=[CH:40][CH:39]=1)([O-:37])=[O:36]. The yield is 0.391. (2) The reactants are [O:1]1[CH:5]=[CH:4][CH:3]=[C:2]1[C:6]1[N:10]([C:11]2[CH:16]=[CH:15][C:14]([O:17][CH3:18])=[CH:13][CH:12]=2)[N:9]=[C:8]([C:19]([NH2:21])=O)[CH:7]=1.N1C=CC=CC=1.O1CCOCC1.FC(F)(F)C(OC(=O)C(F)(F)F)=O. The catalyst is C(OCC)(=O)C.O. The product is [O:1]1[CH:5]=[CH:4][CH:3]=[C:2]1[C:6]1[N:10]([C:11]2[CH:16]=[CH:15][C:14]([O:17][CH3:18])=[CH:13][CH:12]=2)[N:9]=[C:8]([C:19]#[N:21])[CH:7]=1. The yield is 0.740. (3) The reactants are [Cl:1][C:2]1[C:7]([F:8])=[CH:6][CH:5]=[CH:4][N:3]=1.C([N-]C(C)C)(C)C.[Li+].CN([CH:20]=[O:21])C.[BH4-].[Na+]. The product is [Cl:1][C:2]1[C:7]([F:8])=[C:6]([CH2:20][OH:21])[CH:5]=[CH:4][N:3]=1. The catalyst is O.C1COCC1. The yield is 0.580. (4) The reactants are [CH2:1]([N:8]1[C:13](=[O:14])[C:12]([CH2:15]OS(C)(=O)=O)=[CH:11][C:10]([C:21]2[CH:26]=[CH:25][C:24]([F:27])=[C:23]([CH3:28])[CH:22]=2)=[N:9]1)[C:2]1[CH:7]=[CH:6][CH:5]=[CH:4][CH:3]=1.[CH3:29][NH:30][CH3:31]. No catalyst specified. The product is [CH2:1]([N:8]1[C:13](=[O:14])[C:12]([CH2:15][N:30]([CH3:31])[CH3:29])=[CH:11][C:10]([C:21]2[CH:26]=[CH:25][C:24]([F:27])=[C:23]([CH3:28])[CH:22]=2)=[N:9]1)[C:2]1[CH:7]=[CH:6][CH:5]=[CH:4][CH:3]=1. The yield is 0.927. (5) The reactants are [N:1]1[CH:6]=[CH:5][CH:4]=[CH:3][C:2]=1[S:7][S:8][CH2:9][CH2:10][CH:11]([S:15]([OH:18])(=[O:17])=[O:16])[C:12]([OH:14])=[O:13].C(N=C=NCCCN(C)C)C.O[N:31]1[C:35](=[O:36])[CH2:34][CH2:33][C:32]1=[O:37]. The catalyst is CC(N(C)C)=O. The product is [O:37]=[C:32]1[CH2:33][CH2:34][C:35](=[O:36])[N:31]1[O:13][C:12](=[O:14])[CH:11]([S:15]([OH:18])(=[O:16])=[O:17])[CH2:10][CH2:9][S:8][S:7][C:2]1[CH:3]=[CH:4][CH:5]=[CH:6][N:1]=1. The yield is 0.800. (6) The reactants are [CH3:1][N:2]1[C:6]([C:7]([F:10])([F:9])[F:8])=[CH:5][C:4]([NH2:11])=[N:3]1.Cl[C:13]([O:15][C:16]1[CH:21]=[CH:20][CH:19]=[CH:18][CH:17]=1)=[O:14].C([O-])([O-])=O.[K+].[K+]. The catalyst is C1COCC1. The product is [CH3:1][N:2]1[C:6]([C:7]([F:8])([F:9])[F:10])=[CH:5][C:4]([NH:11][C:13](=[O:14])[O:15][C:16]2[CH:21]=[CH:20][CH:19]=[CH:18][CH:17]=2)=[N:3]1. The yield is 0.710. (7) The reactants are [CH3:1][C:2]1[CH:3]=[C:4]([CH3:13])[C:5]2[O:10][CH2:9][C:8](=[O:11])[NH:7][C:6]=2[CH:12]=1.C([O-])([O-])=O.[Cs+].[Cs+].[Cl:20][CH2:21][CH2:22][CH2:23]I. The catalyst is CCCCCCC.CCOC(C)=O. The product is [Cl:20][CH2:21][CH2:22][CH2:23][N:7]1[C:6]2[CH:12]=[C:2]([CH3:1])[CH:3]=[C:4]([CH3:13])[C:5]=2[O:10][CH2:9][C:8]1=[O:11]. The yield is 0.390.